Dataset: Forward reaction prediction with 1.9M reactions from USPTO patents (1976-2016). Task: Predict the product of the given reaction. (1) Given the reactants [H-].[Na+].[CH2:3]([OH:10])[C:4]1[CH:9]=[CH:8][CH:7]=[CH:6][CH:5]=1.[F:11][C:12]1[CH:17]=[CH:16][CH:15]=[C:14](F)[C:13]=1[N+:19]([O-:21])=[O:20].O, predict the reaction product. The product is: [CH2:3]([O:10][C:14]1[CH:15]=[CH:16][CH:17]=[C:12]([F:11])[C:13]=1[N+:19]([O-:21])=[O:20])[C:4]1[CH:9]=[CH:8][CH:7]=[CH:6][CH:5]=1. (2) Given the reactants [Cl:1][C:2]1[C:3]([C:12]2([CH:15]=O)[CH2:14][CH2:13]2)=[N:4][CH:5]=[C:6]([C:8]([F:11])([F:10])[F:9])[CH:7]=1.[CH3:17][C:18]([S:21]([NH2:23])=[O:22])([CH3:20])[CH3:19], predict the reaction product. The product is: [Cl:1][C:2]1[C:3]([C:12]2([CH:15]=[N:23][S:21]([C:18]([CH3:20])([CH3:19])[CH3:17])=[O:22])[CH2:14][CH2:13]2)=[N:4][CH:5]=[C:6]([C:8]([F:11])([F:10])[F:9])[CH:7]=1. (3) Given the reactants [Cl:1][CH2:2][C:3]([N:5]([CH3:7])[CH3:6])=[O:4].Cl.[CH3:9][O:10][C:11]1[CH:12]=[C:13]([C:19]2[CH:20](C)[CH2:21][C:22](=[O:31])[N:23]([CH:25]3[CH2:30][CH2:29][NH:28][CH2:27][CH2:26]3)[N:24]=2)[CH:14]=[CH:15][C:16]=1[O:17][CH3:18].Cl.Cl.COC1C=C(C2C(C)CC(=O)N(C3CCN(CC4C=NC=CC=4)CC3)N=2)C=CC=1OC, predict the reaction product. The product is: [ClH:1].[CH3:9][O:10][C:11]1[CH:12]=[C:13]([C:19]2[CH2:20][CH2:21][C:22](=[O:31])[N:23]([CH:25]3[CH2:30][CH2:29][N:28]([CH2:2][C:3]([N:5]([CH3:7])[CH3:6])=[O:4])[CH2:27][CH2:26]3)[N:24]=2)[CH:14]=[CH:15][C:16]=1[O:17][CH3:18]. (4) The product is: [F:41][CH2:42][CH2:43][N:7]1[C:2](=[O:1])[C:3]2[C:10]([C:11]3[CH:12]=[CH:13][CH:14]=[CH:15][CH:16]=3)=[C:9]([C:17]3[CH:22]=[CH:21][C:20]([C:23]4([NH:27][C:28](=[O:34])[O:29][C:30]([CH3:31])([CH3:33])[CH3:32])[CH2:24][CH2:25][CH2:26]4)=[CH:19][CH:18]=3)[O:8][C:4]=2[N:5]=[CH:6]1. Given the reactants [O:1]=[C:2]1[NH:7][CH:6]=[N:5][C:4]2[O:8][C:9]([C:17]3[CH:22]=[CH:21][C:20]([C:23]4([NH:27][C:28](=[O:34])[O:29][C:30]([CH3:33])([CH3:32])[CH3:31])[CH2:26][CH2:25][CH2:24]4)=[CH:19][CH:18]=3)=[C:10]([C:11]3[CH:16]=[CH:15][CH:14]=[CH:13][CH:12]=3)[C:3]1=2.C([O-])([O-])=O.[K+].[K+].[F:41][CH2:42][CH2:43]I, predict the reaction product. (5) Given the reactants [NH:1]1[C:9]2[C:4](=[CH:5][CH:6]=[CH:7][CH:8]=2)[C:3]([C:10](Cl)=[O:11])=[CH:2]1.[NH2:13][C:14]1[C:15]([C:20]([NH:22][CH2:23][CH:24]2[CH2:29][CH2:28][O:27][CH2:26][CH2:25]2)=[O:21])=[N:16][CH:17]=[CH:18][CH:19]=1, predict the reaction product. The product is: [O:27]1[CH2:26][CH2:25][CH:24]([CH2:23][NH:22][C:20]([C:15]2[C:14]([NH:13][C:10]([C:3]3[C:4]4[C:9](=[CH:8][CH:7]=[CH:6][CH:5]=4)[NH:1][CH:2]=3)=[O:11])=[CH:19][CH:18]=[CH:17][N:16]=2)=[O:21])[CH2:29][CH2:28]1. (6) The product is: [ClH:49].[C:1]([N:4]1[C:13]2[C:8](=[CH:9][C:10]([C:14]3[CH:15]=[N:16][N:17]([CH2:19][CH2:20][N:21]4[CH2:26][CH2:25][NH:24][CH2:23][CH2:22]4)[CH:18]=3)=[CH:11][CH:12]=2)[C@H:7]([NH:34][C:35](=[O:36])[O:37][CH:38]([CH3:39])[CH3:40])[CH2:6][C@@H:5]1[CH3:41])(=[O:3])[CH3:2]. Given the reactants [C:1]([N:4]1[C:13]2[C:8](=[CH:9][C:10]([C:14]3[CH:15]=[N:16][N:17]([CH2:19][CH2:20][N:21]4[CH2:26][CH2:25][N:24](C(OC(C)(C)C)=O)[CH2:23][CH2:22]4)[CH:18]=3)=[CH:11][CH:12]=2)[C@H:7]([NH:34][C:35]([O:37][CH:38]([CH3:40])[CH3:39])=[O:36])[CH2:6][C@@H:5]1[CH3:41])(=[O:3])[CH3:2].FC(F)(F)C(O)=O.[Cl:49]CCl, predict the reaction product.